From a dataset of CYP1A2 inhibition data for predicting drug metabolism from PubChem BioAssay. Regression/Classification. Given a drug SMILES string, predict its absorption, distribution, metabolism, or excretion properties. Task type varies by dataset: regression for continuous measurements (e.g., permeability, clearance, half-life) or binary classification for categorical outcomes (e.g., BBB penetration, CYP inhibition). Dataset: cyp1a2_veith. (1) The molecule is NC(=O)Nn1c(CCC(=O)O)ccc1-c1ccc(F)cc1. The result is 0 (non-inhibitor). (2) The drug is Nc1ccccc1S[C@@H](C[N+](=O)[O-])c1ccc2c(c1)OCO2. The result is 1 (inhibitor). (3) The compound is Cc1ccc(N2CC(C(=O)Nc3cc(C)on3)CC2=O)cc1. The result is 0 (non-inhibitor). (4) The drug is Cc1cc(C)n(Cc2ccc(NC(=O)c3ccc(COc4ccccc4Br)cc3)cc2)n1. The result is 0 (non-inhibitor). (5) The result is 0 (non-inhibitor). The compound is COc1ccc(C(=O)N2CCC3(CC2)CN(C(=O)NC(C)C)C3)cc1. (6) The drug is Cc1cccc(OCC(=O)NNC(=O)CSc2ncc(C#N)c(N)n2)c1. The result is 0 (non-inhibitor). (7) The compound is CC1(C)S[C@@H]2[C@H](NC(=O)Cc3ccccc3)C(=O)N2[C@@H]1C(=O)O. The result is 0 (non-inhibitor). (8) The molecule is COc1cccc(C(C#N)N2N=C(C)CC2(C)C)c1O. The result is 0 (non-inhibitor). (9) The compound is Cc1ccc(NC(=O)CCC(=O)c2ccc(F)cc2)cc1Cl. The result is 1 (inhibitor).